From a dataset of Forward reaction prediction with 1.9M reactions from USPTO patents (1976-2016). Predict the product of the given reaction. Given the reactants I[C:2]1[CH:7]=[C:6]([O:8][CH2:9][CH2:10][CH2:11][CH2:12][CH2:13][CH2:14][CH2:15][CH3:16])[C:5](I)=[CH:4][C:3]=1[O:18][CH2:19][CH2:20][CH2:21][CH2:22][CH2:23][CH2:24][CH2:25][CH3:26].C1C=CC(P([C:40]2[CH:45]=CC=CC=2)C2C=CC=CC=2)=CC=1.[CH3:46][Si:47]([C:50]#[CH:51])([CH3:49])[CH3:48], predict the reaction product. The product is: [CH3:46][Si:47]([C:50]#[C:51][C:2]1[CH:7]=[C:6]([O:8][CH2:9][CH2:10][CH2:11][CH2:12][CH2:13][CH2:14][CH2:15][CH3:16])[C:5]([C:40]#[C:45][Si:47]([CH3:49])([CH3:48])[CH3:46])=[CH:4][C:3]=1[O:18][CH2:19][CH2:20][CH2:21][CH2:22][CH2:23][CH2:24][CH2:25][CH3:26])([CH3:49])[CH3:48].